This data is from Full USPTO retrosynthesis dataset with 1.9M reactions from patents (1976-2016). The task is: Predict the reactants needed to synthesize the given product. (1) Given the product [Cl:1][C:2]1[CH:3]=[C:4]([CH:14]=[CH:15][C:16]=1[Cl:17])[CH2:5][N:6]1[CH2:11][CH2:10][O:9][C@@H:8]([CH2:12][NH:13][C:30](=[O:31])[CH2:29][C:27]2[N:28]=[C:24]([C:18]3[CH:23]=[CH:22][CH:21]=[CH:20][CH:19]=3)[O:25][C:26]=2[CH3:33])[CH2:7]1, predict the reactants needed to synthesize it. The reactants are: [Cl:1][C:2]1[CH:3]=[C:4]([CH:14]=[CH:15][C:16]=1[Cl:17])[CH2:5][N:6]1[CH2:11][CH2:10][O:9][C@@H:8]([CH2:12][NH2:13])[CH2:7]1.[C:18]1([C:24]2[O:25][C:26]([CH3:33])=[C:27]([CH2:29][C:30](O)=[O:31])[N:28]=2)[CH:23]=[CH:22][CH:21]=[CH:20][CH:19]=1. (2) Given the product [Cl:20][CH2:21][CH2:22][CH2:23][CH:24]([C:25]1[NH:56][N:55]=[C:16]([NH:15][C:5]2[CH:6]=[CH:7][C:8]([N:9]3[CH:13]=[N:12][C:11]([CH3:14])=[N:10]3)=[C:3]([F:2])[CH:4]=2)[N:17]=1)[C:28]1[CH:33]=[CH:32][C:31]([O:34][C:35]([F:36])([F:37])[F:38])=[CH:30][CH:29]=1, predict the reactants needed to synthesize it. The reactants are: I.[F:2][C:3]1[CH:4]=[C:5]([NH:15][C:16](SC)=[NH:17])[CH:6]=[CH:7][C:8]=1[N:9]1[CH:13]=[N:12][C:11]([CH3:14])=[N:10]1.[Cl:20][CH2:21][CH2:22][CH2:23][CH:24]([C:28]1[CH:33]=[CH:32][C:31]([O:34][C:35]([F:38])([F:37])[F:36])=[CH:30][CH:29]=1)[C:25](O)=O.CN1CCOCC1.C(N(CC)C(C)C)(C)C.[NH2:55][NH2:56]. (3) Given the product [C:12]([C:14]1[CH:22]=[CH:21][C:17]([C:18]([N:1]2[C:7]3[CH:8]=[CH:9][CH:10]=[CH:11][C:6]=3[CH2:5][CH2:4][CH2:3][CH2:2]2)=[O:19])=[CH:16][CH:15]=1)#[N:13], predict the reactants needed to synthesize it. The reactants are: [NH:1]1[C:7]2[CH:8]=[CH:9][CH:10]=[CH:11][C:6]=2[CH2:5][CH2:4][CH2:3][CH2:2]1.[C:12]([C:14]1[CH:22]=[CH:21][C:17]([C:18](O)=[O:19])=[CH:16][CH:15]=1)#[N:13].C(N(CC)CC)C. (4) Given the product [CH2:1]([O:8][C:9]1[CH:10]=[CH:11][C:12]([C:13]([N:54]2[CH2:55][C:49]3([CH3:48])[CH2:56][CH:53]2[CH2:52][C:51]([CH3:58])([CH3:57])[CH2:50]3)=[O:15])=[CH:16][CH:17]=1)[C:2]1[CH:3]=[CH:4][CH:5]=[CH:6][CH:7]=1, predict the reactants needed to synthesize it. The reactants are: [CH2:1]([O:8][C:9]1[CH:17]=[CH:16][C:12]([C:13]([OH:15])=O)=[CH:11][CH:10]=1)[C:2]1[CH:7]=[CH:6][CH:5]=[CH:4][CH:3]=1.C1C=CC2N(O)N=NC=2C=1.CCN=C=NCCCN(C)C.CCN(C(C)C)C(C)C.[CH3:48][C:49]12[CH2:56][CH:53]([NH:54][CH2:55]1)[CH2:52][C:51]([CH3:58])([CH3:57])[CH2:50]2. (5) Given the product [CH3:18][O:17][C:15]([NH:1][C@@H:2]([C:3]([CH3:5])([S:6][CH3:12])[CH3:4])[C:7]([OH:9])=[O:8])=[O:16], predict the reactants needed to synthesize it. The reactants are: [NH2:1][C@H:2]([C:7]([OH:9])=[O:8])[C:3]([SH:6])([CH3:5])[CH3:4].[OH-].[Na+].[CH3:12]I.Cl[C:15]([O:17][CH3:18])=[O:16]. (6) Given the product [C:32]([C:21]1[CH:22]=[C:23]([S:26]([CH2:29][CH2:30][CH3:31])(=[O:28])=[O:27])[CH:24]=[CH:25][C:20]=1[F:19])#[CH:33], predict the reactants needed to synthesize it. The reactants are: C(OC(=O)COC1C=CC(Cl)=CC=1C#C)(C)(C)C.[F:19][C:20]1[CH:25]=[CH:24][C:23]([S:26]([CH2:29][CH2:30][CH3:31])(=[O:28])=[O:27])=[CH:22][C:21]=1[C:32]#[C:33][Si](C)(C)C.C(OC(=O)COC1C=CC(Cl)=CC=1C#CC1C=C(S(CCC)(=O)=O)C=CC=1F)(C)(C)C. (7) Given the product [CH3:1][O:2][C:3]1[CH:4]=[C:5]([CH2:6][CH2:7][CH2:8][NH2:9])[CH:10]=[CH:11][C:12]=1[O:13][CH3:14], predict the reactants needed to synthesize it. The reactants are: [CH3:1][O:2][C:3]1[CH:4]=[C:5]([CH:10]=[CH:11][C:12]=1[O:13][CH3:14])[CH:6]=[CH:7][C:8]#[N:9].